Dataset: Reaction yield outcomes from USPTO patents with 853,638 reactions. Task: Predict the reaction yield, written as a fraction of the theoretical maximum amount of product (1.0 means a 100% yield; for example, 0.34 means a 34% yield). The reactants are [Cl:1][C:2]1[CH:9]=[CH:8][C:5]([C:6]#[N:7])=[C:4]([O:10][C:11]2[CH:16]=[CH:15][CH:14]=[C:13]([CH2:17]N(C)C)[C:12]=2[S:21][CH2:22][CH3:23])[CH:3]=1.[Cl:24]C(OCC)=O.O.C(OCC)C. The catalyst is C1(C)C=CC=CC=1.C(OCC)(=O)C. The product is [Cl:1][C:2]1[CH:9]=[CH:8][C:5]([C:6]#[N:7])=[C:4]([O:10][C:11]2[CH:16]=[CH:15][CH:14]=[C:13]([CH2:17][Cl:24])[C:12]=2[S:21][CH2:22][CH3:23])[CH:3]=1. The yield is 0.430.